This data is from Drug-target binding data from BindingDB patent sources. The task is: Regression. Given a target protein amino acid sequence and a drug SMILES string, predict the binding affinity score between them. We predict pAffinity (pAffinity = -log10(affinity in M)). Dataset: bindingdb_patent. (1) The small molecule is CNC(=O)c1nnc(CCCCn2cc(nn2)C(=O)NCc2cc(ccn2)C(F)(F)F)s1. The target protein (O94925) has sequence MMRLRGSGMLRDLLLRSPAGVSATLRRAQPLVTLCRRPRGGGRPAAGPAAAARLHPWWGGGGWPAEPLARGLSSSPSEILQELGKGSTHPQPGVSPPAAPAAPGPKDGPGETDAFGNSEGKELVASGENKIKQGLLPSLEDLLFYTIAEGQEKIPVHKFITALKSTGLRTSDPRLKECMDMLRLTLQTTSDGVMLDKDLFKKCVQSNIVLLTQAFRRKFVIPDFMSFTSHIDELYESAKKQSGGKVADYIPQLAKFSPDLWGVSVCTVDGQRHSTGDTKVPFCLQSCVKPLKYAIAVNDLGTEYVHRYVGKEPSGLRFNKLFLNEDDKPHNPMVNAGAIVVTSLIKQGVNNAEKFDYVMQFLNKMAGNEYVGFSNATFQSERESGDRNFAIGYYLKEKKCFPEGTDMVGILDFYFQLCSIEVTCESASVMAATLANGGFCPITGERVLSPEAVRNTLSLMHSCGMYDFSGQFAFHVGLPAKSGVAGGILLVVPNVMGMMC.... The pAffinity is 5.6. (2) The compound is COc1ccccc1C1C(C(=O)CC(C)C)C(=O)C(=O)N1c1ccc(cc1)-c1ccc(C)o1. The target protein (P56373) has sequence MNCISDFFTYETTKSVVVKSWTIGIINRVVQLLIISYFVGWVFLHEKAYQVRDTAIESSVVTKVKGSGLYANRVMDVSDYVTPPQGTSVFVIITKMIVTENQMQGFCPESEEKYRCVSDSQCGPERLPGGGILTGRCVNYSSVLRTCEIQGWCPTEVDTVETPIMMEAENFTIFIKNSIRFPLFNFEKGNLLPNLTARDMKTCRFHPDKDPFCPILRVGDVVKFAGQDFAKLARTGGVLGIKIGWVCDLDKAWDQCIPKYSFTRLDSVSEKSSVSPGYNFRFAKYYKMENGSEYRTLLKAFGIRFDVLVYGNAGKFNIIPTIISSVAAFTSVGVGTVLCDIILLNFLKGADQYKAKKFEEVNETTLKIAALTNPVYPSDQTTAEKQSTDSGAFSIGH. The pAffinity is 7.4. (3) The drug is N[C@]1(CCN[C@@H]1CCCB(O)O)C(O)=O. The target protein (P05089) has sequence MSAKSRTIGIIGAPFSKGQPRGGVEEGPTVLRKAGLLEKLKEQECDVKDYGDLPFADIPNDSPFQIVKNPRSVGKASEQLAGKVAEVKKNGRISLVLGGDHSLAIGSISGHARVHPDLGVIWVDAHTDINTPLTTTSGNLHGQPVSFLLKELKGKIPDVPGFSWVTPCISAKDIVYIGLRDVDPGEHYILKTLGIKYFSMTEVDRLGIGKVMEETLSYLLGRKKRPIHLSFDVDGLDPSFTPATGTPVVGGLTYREGLYITEEIYKTGLLSGLDIMEVNPSLGKTPEEVTRTVNTAVAITLACFGLAREGNHKPIDYLNPPK. The pAffinity is 5.3. (4) The drug is BrC1=CC(=O)N(Cc2ccccc2)C1=O. The target protein (P57771) has sequence MAALLMPRRNKGMRTRLGCLSHKSDSCSDFTAILPDKPNRALKRLSTEEATRWADSFDVLLSHKYGVAAFRAFLKTEFSEENLEFWLACEEFKKTRSTAKLVSKAHRIFEEFVDVQAPREVNIDFQTREATRKNLQEPSLTCFDQAQGKVHSLMEKDSYPRFLRSKMYLDLLSQSQRRLS. The pAffinity is 4.0. (5) The compound is ONC(=O)CCCCCCNC(=O)c1ccc(Nc2nc3ccccc3o2)cc1. The target protein (Q9UBN7) has sequence MTSTGQDSTTTRQRRSRQNPQSPPQDSSVTSKRNIKKGAVPRSIPNLAEVKKKGKMKKLGQAMEEDLIVGLQGMDLNLEAEALAGTGLVLDEQLNEFHCLWDDSFPEGPERLHAIKEQLIQEGLLDRCVSFQARFAEKEELMLVHSLEYIDLMETTQYMNEGELRVLADTYDSVYLHPNSYSCACLASGSVLRLVDAVLGAEIRNGMAIIRPPGHHAQHSLMDGYCMFNHVAVAARYAQQKHRIRRVLIVDWDVHHGQGTQFTFDQDPSVLYFSIHRYEQGRFWPHLKASNWSTTGFGQGQGYTINVPWNQVGMRDADYIAAFLHVLLPVALEFQPQLVLVAAGFDALQGDPKGEMAATPAGFAQLTHLLMGLAGGKLILSLEGGYNLRALAEGVSASLHTLLGDPCPMLESPGAPCRSAQASVSCALEALEPFWEVLVRSTETVERDNMEEDNVEESEEEGPWEPPVLPILTWPVLQSRTGLVYDQNMMNHCNLWDSHH.... The pAffinity is 7.7. (6) The drug is CC(=O)Nc1cc(ccn1)-c1c(c2c(CCNC2=O)n1Cc1ccc(cc1)C(F)(F)F)-c1ccc(F)cc1. The target protein (Q9Y572) has sequence MSCVKLWPSGAPAPLVSIEELENQELVGKGGFGTVFRAQHRKWGYDVAVKIVNSKAISREVKAMASLDNEFVLRLEGVIEKVNWDQDPKPALVTKFMENGSLSGLLQSQCPRPWPLLCRLLKEVVLGMFYLHDQNPVLLHRDLKPSNVLLDPELHVKLADFGLSTFQGGSQSGTGSGEPGGTLGYLAPELFVNVNRKASTASDVYSFGILMWAVLAGREVELPTEPSLVYEAVCNRQNRPSLAELPQAGPETPGLEGLKELMQLCWSSEPKDRPSFQECLPKTDEVFQMVENNMNAAVSTVKDFLSQLRSSNRRFSIPESGQGGTEMDGFRRTIENQHSRNDVMVSEWLNKLNLEEPPSSVPKKCPSLTKRSRAQEEQVPQAWTAGTSSDSMAQPPQTPETSTFRNQMPSPTSTGTPSPGPRGNQGAERQGMNWSCRTPEPNPVTGRPLVNIYNCSGVQVGDNNYLTMQQTTALPTWGLAPSGKGRGLQHPPPVGSQEGP.... The pAffinity is 5.1. (7) The compound is CC(C)[C@H](NC(=O)[C@@H](NC(=O)[C@H](CC(=O)OC(C)(C)C)NC(=O)OCc1ccccc1)c1ccccc1)C(O)=O. The target protein (P51878) has sequence MAEDSGKKKRRKNFEAMFKGILQSGLDNFVINHMLKNNVAGQTSIQTLVPNTDQKSTSVKKDNHKKKTVKMLEYLGKDVLHGVFNYLAKHDVLTLKEEEKKKYYDTKIEDKALILVDSLRKNRVAHQMFTQTLLNMDQKITSVKPLLQIEAGPPESAESTNILKLCPREEFLRLCKKNHDEIYPIKKREDRRRLALIICNTKFDHLPARNGAHYDIVGMKRLLQGLGYTVVDEKNLTARDMESVLRAFAARPEHKSSDSTFLVLMSHGILEGICGTAHKKKKPDVLLYDTIFQIFNNRNCLSLKDKPKVIIVQACRGEKHGELWVRDSPASLALISSQSSENLEADSVCKIHEEKDFIAFCSSTPHNVSWRDRTRGSIFITELITCFQKYSCCCHLMEIFRKVQKSFEVPQAKAQMPTIERATLTRDFYLFPGN. The pAffinity is 5.5. (8) The drug is CNC(=O)c1ccc(cc1-c1nc2cc(ccc2n1C(C)(C)C)-c1cnc(N)nc1)C#N. The target protein (P20292) has sequence MDQETVGNVVLLAIVTLISVVQNGFFAHKVEHESRTQNGRSFQRTGTLAFERVYTANQNCVDAYPTFLAVLWSAGLLCSQVPAAFAGLMYLFVRQKYFVGYLGERTQSTPGYIFGKRIILFLFLMSVAGIFNYYLIFFFGSDFENYIKTISTTISPLLLIP. The pAffinity is 8.1.